From a dataset of Full USPTO retrosynthesis dataset with 1.9M reactions from patents (1976-2016). Predict the reactants needed to synthesize the given product. (1) Given the product [F:24][CH2:25][CH:26]([CH2:27][F:28])[O:29][C:6]1[CH:7]=[C:8]([O:10][C:18]2[CH:23]=[CH:22][N:21]=[CH:20][CH:19]=2)[CH:9]=[C:4]([CH:5]=1)[C:3]([NH:30][C:31]1[CH:35]=[CH:34][N:33]([CH3:36])[N:32]=1)=[O:15], predict the reactants needed to synthesize it. The reactants are: CO[C:3](=[O:15])[C:4]1[CH:9]=[C:8]([OH:10])[CH:7]=[C:6](OCOC)[CH:5]=1.Cl.Cl[C:18]1[CH:23]=[CH:22][N:21]=[CH:20][CH:19]=1.[F:24][CH2:25][CH:26]([OH:29])[CH2:27][F:28].[NH2:30][C:31]1[CH:35]=[CH:34][N:33]([CH3:36])[N:32]=1. (2) Given the product [C:1]([Si:5]([C:30]1[CH:35]=[CH:34][CH:33]=[CH:32][CH:31]=1)([C:24]1[CH:29]=[CH:28][CH:27]=[CH:26][CH:25]=1)[O:6][CH2:7][CH2:8][CH:9]1[N:13]([CH2:38][CH2:39][CH3:40])[C:12](=[O:14])[N:11]([CH2:15][C:16]2[CH:21]=[CH:20][C:19]([CH3:22])=[CH:18][CH:17]=2)[C:10]1=[O:23])([CH3:4])([CH3:2])[CH3:3], predict the reactants needed to synthesize it. The reactants are: [C:1]([Si:5]([C:30]1[CH:35]=[CH:34][CH:33]=[CH:32][CH:31]=1)([C:24]1[CH:29]=[CH:28][CH:27]=[CH:26][CH:25]=1)[O:6][CH2:7][CH2:8][CH:9]1[NH:13][C:12](=[O:14])[N:11]([CH2:15][C:16]2[CH:21]=[CH:20][C:19]([CH3:22])=[CH:18][CH:17]=2)[C:10]1=[O:23])([CH3:4])([CH3:3])[CH3:2].[H-].[Na+].[CH2:38](I)[CH2:39][CH3:40]. (3) Given the product [Cl:13][C:14]1[CH:19]=[C:18]([Cl:20])[CH:17]=[CH:16][C:15]=1[C:21]1[NH:12][C:11]2[N:10]([N:9]=[CH:8][C:7]=2[C:2]2[CH:3]=[CH:4][CH:5]=[CH:6][N:1]=2)[C:23](=[O:24])[CH:22]=1, predict the reactants needed to synthesize it. The reactants are: [N:1]1[CH:6]=[CH:5][CH:4]=[CH:3][C:2]=1[C:7]1[CH:8]=[N:9][NH:10][C:11]=1[NH2:12].[Cl:13][C:14]1[CH:19]=[C:18]([Cl:20])[CH:17]=[CH:16][C:15]=1[C:21](=O)[CH2:22][C:23](OC)=[O:24]. (4) The reactants are: [CH3:1][O:2][C:3]1[CH:32]=[CH:31][C:6]([CH2:7][N:8]([CH2:22][C:23]2[CH:28]=[CH:27][C:26]([O:29][CH3:30])=[CH:25][CH:24]=2)[C:9]2[CH:14]=[C:13]([F:15])[C:12]([C:16]([CH3:20])([CH3:19])[CH2:17][OH:18])=[C:11]([F:21])[CH:10]=2)=[CH:5][CH:4]=1.I[CH3:34].[H-].[Na+].O. Given the product [F:21][C:11]1[CH:10]=[C:9]([CH:14]=[C:13]([F:15])[C:12]=1[C:16]([CH3:20])([CH3:19])[CH2:17][O:18][CH3:34])[N:8]([CH2:7][C:6]1[CH:5]=[CH:4][C:3]([O:2][CH3:1])=[CH:32][CH:31]=1)[CH2:22][C:23]1[CH:24]=[CH:25][C:26]([O:29][CH3:30])=[CH:27][CH:28]=1, predict the reactants needed to synthesize it. (5) Given the product [CH:20]1([O:26][C:11](=[O:12])[NH:10][C:8](=[O:9])[C:7]([C:1]2[CH:2]=[CH:3][CH:4]=[CH:5][CH:6]=2)([C:14]2[CH:19]=[CH:18][CH:17]=[CH:16][CH:15]=2)[CH3:13])[CH2:25][CH2:24][CH2:23][CH2:22][CH2:21]1, predict the reactants needed to synthesize it. The reactants are: [C:1]1([C:7]([C:14]2[CH:19]=[CH:18][CH:17]=[CH:16][CH:15]=2)([CH3:13])[C:8]([N:10]=[C:11]=[O:12])=[O:9])[CH:6]=[CH:5][CH:4]=[CH:3][CH:2]=1.[CH:20]1([OH:26])[CH2:25][CH2:24][CH2:23][CH2:22][CH2:21]1. (6) Given the product [CH3:22][C@H:23]1[CH2:28][N:27]([CH2:29][C:30]2[CH:35]=[CH:34][C:33]([N:36]([CH3:37])[C:15]([C:14]3[CH:18]=[CH:19][C:11]([C:9]([C:6]4[CH:7]=[CH:8][C:3]([C:2]([F:21])([F:20])[F:1])=[CH:4][CH:5]=4)=[O:10])=[CH:12][CH:13]=3)=[O:16])=[CH:32][CH:31]=2)[CH2:26][CH2:25][N:24]1[C:38]([O:40][C:41]([CH3:42])([CH3:44])[CH3:43])=[O:39], predict the reactants needed to synthesize it. The reactants are: [F:1][C:2]([F:21])([F:20])[C:3]1[CH:8]=[CH:7][C:6]([C:9]([C:11]2[CH:19]=[CH:18][C:14]([C:15](Cl)=[O:16])=[CH:13][CH:12]=2)=[O:10])=[CH:5][CH:4]=1.[CH3:22][C@H:23]1[CH2:28][N:27]([CH2:29][C:30]2[CH:35]=[CH:34][C:33]([NH:36][CH3:37])=[CH:32][CH:31]=2)[CH2:26][CH2:25][N:24]1[C:38]([O:40][C:41]([CH3:44])([CH3:43])[CH3:42])=[O:39].C(N(CC)CC)C.